The task is: Predict the product of the given reaction.. This data is from Forward reaction prediction with 1.9M reactions from USPTO patents (1976-2016). (1) Given the reactants [F:1][C:2]([F:54])([F:53])[C:3]1[CH:4]=[C:5]([CH:46]=[C:47]([C:49]([F:52])([F:51])[F:50])[CH:48]=1)[CH2:6][N:7]([CH2:20][C:21]1[CH:26]=[C:25]([C:27]([F:30])([F:29])[F:28])[CH:24]=[CH:23][C:22]=1[C:31]1[CH:36]=[CH:35][CH:34]=[CH:33][C:32]=1[O:37][CH2:38][CH2:39][CH2:40][C:41]([O:43]CC)=[O:42])[C:8]1[N:13]=[CH:12][C:11]([N:14]2[CH2:19][CH2:18][O:17][CH2:16][CH2:15]2)=[CH:10][N:9]=1.[OH-].[Na+].Cl.C(OCC)(=O)C, predict the reaction product. The product is: [F:54][C:2]([F:1])([F:53])[C:3]1[CH:4]=[C:5]([CH:46]=[C:47]([C:49]([F:50])([F:52])[F:51])[CH:48]=1)[CH2:6][N:7]([CH2:20][C:21]1[CH:26]=[C:25]([C:27]([F:28])([F:29])[F:30])[CH:24]=[CH:23][C:22]=1[C:31]1[CH:36]=[CH:35][CH:34]=[CH:33][C:32]=1[O:37][CH2:38][CH2:39][CH2:40][C:41]([OH:43])=[O:42])[C:8]1[N:13]=[CH:12][C:11]([N:14]2[CH2:15][CH2:16][O:17][CH2:18][CH2:19]2)=[CH:10][N:9]=1. (2) The product is: [Si:24]([O:1][N:2]1[C:3](=[O:12])[C:4]2=[CH:11][CH:10]=[CH:9][CH:8]=[C:5]2[C:6]1=[O:7])([C:20]([CH3:23])([CH3:22])[CH3:21])([C:32]1[CH:33]=[CH:34][CH:35]=[CH:36][CH:37]=1)[C:26]1[CH:31]=[CH:30][CH:29]=[CH:28][CH:27]=1. Given the reactants [OH:1][N:2]1[C:6](=[O:7])[C:5]2=[CH:8][CH:9]=[CH:10][CH:11]=[C:4]2[C:3]1=[O:12].C(N(CC)CC)C.[C:20]([Si:24]([C:32]1[CH:37]=[CH:36][CH:35]=[CH:34][CH:33]=1)([C:26]1[CH:31]=[CH:30][CH:29]=[CH:28][CH:27]=1)Cl)([CH3:23])([CH3:22])[CH3:21], predict the reaction product. (3) Given the reactants [NH2:1][C@@H:2]([CH3:18])[CH2:3][N:4]1[CH:8]=[CH:7][C:6]([C:9]2[CH:16]=[CH:15][C:12]([C:13]#[N:14])=[C:11]([Cl:17])[CH:10]=2)=[N:5]1.[OH:19][C:20]1([C:25]2[O:29][N:28]=[C:27]([C:30](O)=[O:31])[CH:26]=2)[CH2:24][CH2:23][CH2:22][CH2:21]1, predict the reaction product. The product is: [Cl:17][C:11]1[CH:10]=[C:9]([C:6]2[CH:7]=[CH:8][N:4]([CH2:3][C@@H:2]([NH:1][C:30]([C:27]3[CH:26]=[C:25]([C:20]4([OH:19])[CH2:24][CH2:23][CH2:22][CH2:21]4)[O:29][N:28]=3)=[O:31])[CH3:18])[N:5]=2)[CH:16]=[CH:15][C:12]=1[C:13]#[N:14]. (4) Given the reactants Br[C:2]1[CH:3]=[C:4]2[C:8](=[CH:9][CH:10]=1)[N:7]([CH3:11])[N:6]=[C:5]2[CH:12]1[CH2:14][CH2:13]1.C(Cl)Cl.CC([O-])=O.[K+].Br[C:24]1[S:25][C:26]2[C:32]([C:33]3[CH:38]=[CH:37][C:36]([Cl:39])=[CH:35][CH:34]=3)=[C:31]([C@H:40]([O:46][C:47]([CH3:50])([CH3:49])[CH3:48])[C:41]([O:43]CC)=[O:42])[C:30]([CH3:51])=[CH:29][C:27]=2[N:28]=1.C([O-])([O-])=O.[K+].[K+].[OH-].[Na+], predict the reaction product. The product is: [C:47]([O:46][C@@H:40]([C:31]1[C:30]([CH3:51])=[CH:29][C:27]2[N:28]=[C:24]([C:2]3[CH:3]=[C:4]4[C:8](=[CH:9][CH:10]=3)[N:7]([CH3:11])[N:6]=[C:5]4[CH:12]3[CH2:14][CH2:13]3)[S:25][C:26]=2[C:32]=1[C:33]1[CH:34]=[CH:35][C:36]([Cl:39])=[CH:37][CH:38]=1)[C:41]([OH:43])=[O:42])([CH3:50])([CH3:48])[CH3:49]. (5) Given the reactants [NH2:1][C:2]1[CH:7]=CC=CC=1.C(Cl)(=O)C=C.C(=O)(O)[O-].[Na+].[CH:18]([N:21]([CH:24]([CH3:26])C)[CH2:22]C)(C)C.C(O)(=O)C=C.[N:32]1[CH:37]=CC=C[CH:33]=1, predict the reaction product. The product is: [CH2:2]([N:1]=[C:33]=[N:32][CH2:37][CH2:26][CH2:24][N:21]([CH3:18])[CH3:22])[CH3:7]. (6) Given the reactants [O:1]1[CH2:6][CH2:5][CH:4]([NH:7][C:8]2[NH:12][N:11]=[CH:10][CH:9]=2)[CH2:3][CH2:2]1.[C:13]([C:15]1[CH:20]=[CH:19][CH:18]=[CH:17][C:16]=1[C:21]1[CH:26]=[CH:25][C:24]([CH2:27][CH:28]([C:34](=O)[CH2:35][CH2:36][CH3:37])[C:29](OCC)=[O:30])=[CH:23][CH:22]=1)#[N:14].N12CCCN=C1CCCCC2.C(N(CC)C1C=CC=CC=1)C, predict the reaction product. The product is: [O:30]=[C:29]1[C:28]([CH2:27][C:24]2[CH:25]=[CH:26][C:21]([C:16]3[C:15]([C:13]#[N:14])=[CH:20][CH:19]=[CH:18][CH:17]=3)=[CH:22][CH:23]=2)=[C:34]([CH2:35][CH2:36][CH3:37])[N:12]2[N:11]=[CH:10][CH:9]=[C:8]2[N:7]1[CH:4]1[CH2:3][CH2:2][O:1][CH2:6][CH2:5]1. (7) Given the reactants C1(S([N:10]2[C:18]3[C:13](=[CH:14][CH:15]=[CH:16][CH:17]=3)[CH:12]=[C:11]2[C:19]2[CH:20]=[C:21]([O:24][CH2:25][C:26]3[CH:27]=[C:28]([OH:32])[CH:29]=[CH:30][CH:31]=3)[NH:22][N:23]=2)(=O)=O)C=CC=CC=1.Cl, predict the reaction product. The product is: [NH:10]1[C:18]2[C:13](=[CH:14][CH:15]=[CH:16][CH:17]=2)[CH:12]=[C:11]1[C:19]1[CH:20]=[C:21]([O:24][CH2:25][C:26]2[CH:27]=[C:28]([OH:32])[CH:29]=[CH:30][CH:31]=2)[NH:22][N:23]=1. (8) The product is: [C:26]([O:30][C:31](=[O:34])[CH2:32][N:6]1[CH2:7][C@@H:2]2[CH2:8][C@H:5]1[CH2:4][N:3]2[CH2:9][C:10]1[CH:11]=[CH:12][C:13]([O:14][C:15]2[S:16][C:17]3[CH:23]=[CH:22][CH:21]=[CH:20][C:18]=3[N:19]=2)=[CH:24][CH:25]=1)([CH3:29])([CH3:28])[CH3:27]. Given the reactants Cl.[C@H:2]12[CH2:8][C@H:5]([NH:6][CH2:7]1)[CH2:4][N:3]2[CH2:9][C:10]1[CH:25]=[CH:24][C:13]([O:14][C:15]2[S:16][C:17]3[CH:23]=[CH:22][CH:21]=[CH:20][C:18]=3[N:19]=2)=[CH:12][CH:11]=1.[C:26]([O:30][C:31](=[O:34])[CH2:32]Br)([CH3:29])([CH3:28])[CH3:27].CCN(CC)CC, predict the reaction product.